Dataset: Full USPTO retrosynthesis dataset with 1.9M reactions from patents (1976-2016). Task: Predict the reactants needed to synthesize the given product. (1) The reactants are: Cl.[NH2:2][CH2:3][C:4]1[CH:12]=[CH:11][CH:10]=[C:9]2[C:5]=1[C:6](=[O:22])[N:7]([CH:14]1[CH2:19][CH2:18][C:17](=[O:20])[NH:16][C:15]1=[O:21])[C:8]2=[O:13].N12CCCN=C1CCCCC2.ON1C2C=CC=CC=2N=N1.[S:44]1[C:48]2[CH:49]=[CH:50][C:51]([C:53](O)=[O:54])=[CH:52][C:47]=2[CH:46]=[CH:45]1.Cl.CN(C)CCCN=C=NCC. Given the product [O:21]=[C:15]1[CH:14]([N:7]2[C:6](=[O:22])[C:5]3[C:9](=[CH:10][CH:11]=[CH:12][C:4]=3[CH2:3][NH:2][C:53]([C:51]3[CH:50]=[CH:49][C:48]4[S:44][CH:45]=[CH:46][C:47]=4[CH:52]=3)=[O:54])[C:8]2=[O:13])[CH2:19][CH2:18][C:17](=[O:20])[NH:16]1, predict the reactants needed to synthesize it. (2) Given the product [I:18][C:16]1[CH:15]=[CH:14][N:13]=[C:12]([N:8]2[C:9]3[C:5](=[CH:4][C:3]([CH2:2][NH:24][CH3:22])=[CH:11][CH:10]=3)[C:6]([C:19]([NH2:21])=[O:20])=[N:7]2)[CH:17]=1, predict the reactants needed to synthesize it. The reactants are: Cl[CH2:2][C:3]1[CH:4]=[C:5]2[C:9](=[CH:10][CH:11]=1)[N:8]([C:12]1[CH:17]=[C:16]([I:18])[CH:15]=[CH:14][N:13]=1)[N:7]=[C:6]2[C:19]([NH2:21])=[O:20].[CH2:22]([N:24](CC)CC)C.CN. (3) The reactants are: [OH:1][CH2:2][C:3]1([CH2:15][OH:16])[CH2:9][CH2:8][O:7][C:6]2[CH:10]=[CH:11][CH:12]=[CH:13][C:5]=2[C:4]1=[O:14].C(N(CC)CC)C.[C:24]1([N:30]=[C:31]=[S:32])[CH:29]=[CH:28][CH:27]=[CH:26][CH:25]=1. Given the product [OH:16][CH2:15][C:3]1([CH2:2][O:1][C:31](=[S:32])[NH:30][C:24]2[CH:29]=[CH:28][CH:27]=[CH:26][CH:25]=2)[CH2:9][CH2:8][O:7][C:6]2[CH:10]=[CH:11][CH:12]=[CH:13][C:5]=2[C:4]1=[O:14], predict the reactants needed to synthesize it. (4) Given the product [ClH:1].[Cl:1][C:2]1[CH:3]=[CH:4][C:5]([O:26][CH2:27][CH:28]([CH3:30])[CH3:29])=[C:6]([CH2:8][N:9]2[C:13]([CH3:14])=[CH:12][C:11]([C:15]([NH:17][C:18]3[CH:19]=[CH:20][C:21]([CH2:24][N:34]4[CH2:35][CH2:36][NH:31][C:32](=[O:37])[CH2:33]4)=[CH:22][CH:23]=3)=[O:16])=[N:10]2)[CH:7]=1, predict the reactants needed to synthesize it. The reactants are: [Cl:1][C:2]1[CH:3]=[CH:4][C:5]([O:26][CH2:27][CH:28]([CH3:30])[CH3:29])=[C:6]([CH2:8][N:9]2[C:13]([CH3:14])=[CH:12][C:11]([C:15]([NH:17][C:18]3[CH:23]=[CH:22][C:21]([CH:24]=O)=[CH:20][CH:19]=3)=[O:16])=[N:10]2)[CH:7]=1.[NH:31]1[CH2:36][CH2:35][NH:34][CH2:33][C:32]1=[O:37].C(O[BH-](OC(=O)C)OC(=O)C)(=O)C.[Na+].C(O)(=O)C. (5) Given the product [CH3:12][O:9][C:8](=[O:10])[CH2:7][C:4]1([CH2:3][C:2](=[O:1])[CH3:11])[CH2:6][CH2:5]1, predict the reactants needed to synthesize it. The reactants are: [O:1]=[C:2]([CH3:11])[CH2:3][C:4]1([CH2:7][C:8]([OH:10])=[O:9])[CH2:6][CH2:5]1.[C:12]1(C)C=C(C)C=C(C)C=1.Cl. (6) Given the product [CH3:1][O:2][C:3]1[CH:4]=[CH:5][C:6]([NH:9][C:10]2[N:23]([CH2:24][CH2:25][CH2:26][N:27]3[CH2:32][CH2:31][CH2:30][CH2:29][CH2:28]3)[C:13]3=[N:14][C:15]([C:18]([OH:20])=[O:19])=[CH:16][CH:17]=[C:12]3[N:11]=2)=[CH:7][CH:8]=1, predict the reactants needed to synthesize it. The reactants are: [CH3:1][O:2][C:3]1[CH:8]=[CH:7][C:6]([NH:9][C:10]2[N:23]([CH2:24][CH2:25][CH2:26][N:27]3[CH2:32][CH2:31][CH2:30][CH2:29][CH2:28]3)[C:13]3=[N:14][C:15]([C:18]([O:20]CC)=[O:19])=[CH:16][CH:17]=[C:12]3[N:11]=2)=[CH:5][CH:4]=1.O1CCCC1.[Li+].[OH-]. (7) Given the product [CH3:10][CH:9]([O:11][CH2:12][CH2:13][O:14][C:15]1[N:23]=[C:22]2[C:18]([N:19]=[C:20]([O:24][CH3:25])[N:21]2[CH2:38][CH:39]2[CH2:44][CH2:43][O:42][CH2:41][CH2:40]2)=[C:17]([NH2:26])[N:16]=1)[CH3:8], predict the reactants needed to synthesize it. The reactants are: FC(F)(F)C(O)=O.[CH3:8][CH:9]([O:11][CH2:12][CH2:13][O:14][C:15]1[N:23]=[C:22]2[C:18]([N:19]=[C:20]([O:24][CH3:25])[NH:21]2)=[C:17]([NH2:26])[N:16]=1)[CH3:10].C(=O)([O-])[O-].[K+].[K+].CS(O[CH2:38][CH:39]1[CH2:44][CH2:43][O:42][CH2:41][CH2:40]1)(=O)=O. (8) The reactants are: [CH3:1][C:2]1([C:8]([NH:10][C:11]2[CH:16]=[C:15]([O:17][CH:18]3[CH2:27][CH2:26][C:25]4[CH:24]=[C:23]([C:28]([O:30][CH3:31])=[O:29])[CH:22]=[CH:21][C:20]=4[CH2:19]3)[CH:14]=[CH:13][N:12]=2)=[O:9])[CH2:7][CH2:6][NH:5][CH2:4][CH2:3]1.Cl.[CH2:33](N(CC)CC)[CH3:34].ICC. Given the product [CH2:33]([N:5]1[CH2:4][CH2:3][C:2]([C:8]([NH:10][C:11]2[CH:16]=[C:15]([O:17][CH:18]3[CH2:27][CH2:26][C:25]4[CH:24]=[C:23]([C:28]([O:30][CH3:31])=[O:29])[CH:22]=[CH:21][C:20]=4[CH2:19]3)[CH:14]=[CH:13][N:12]=2)=[O:9])([CH3:1])[CH2:7][CH2:6]1)[CH3:34], predict the reactants needed to synthesize it. (9) Given the product [CH3:17][N:5]1[C:6]([C:7]2[CH:8]=[C:9]([C:13]([O:15][CH3:16])=[O:14])[S:10][C:11]=2[CH3:12])=[C:2]([CH3:18])[CH:3]=[N:4]1, predict the reactants needed to synthesize it. The reactants are: Br[C:2]1[CH:3]=[N:4][N:5]([CH3:17])[C:6]=1[C:7]1[CH:8]=[C:9]([C:13]([O:15][CH3:16])=[O:14])[S:10][C:11]=1[CH3:12].[CH3:18]B1OB(C)OB(C)O1.C([O-])([O-])=O.[K+].[K+].